This data is from Catalyst prediction with 721,799 reactions and 888 catalyst types from USPTO. The task is: Predict which catalyst facilitates the given reaction. (1) Product: [I:18][C:19]1[CH:24]=[CH:23][C:22]([S:25]([NH:10][CH2:9][C:7]2[CH:6]=[CH:5][N:4]=[C:3]([O:2][CH3:1])[CH:8]=2)(=[O:27])=[O:26])=[CH:21][CH:20]=1. Reactant: [CH3:1][O:2][C:3]1[CH:8]=[C:7]([CH2:9][NH2:10])[CH:6]=[CH:5][N:4]=1.C(N(CC)CC)C.[I:18][C:19]1[CH:24]=[CH:23][C:22]([S:25](Cl)(=[O:27])=[O:26])=[CH:21][CH:20]=1. The catalyst class is: 10. (2) Reactant: [CH3:1][O:2][C:3]1[CH:4]=[C:5]([NH:9][C:10]2[NH:14][C:13]3[CH:15]=[CH:16][C:17]([CH2:19][OH:20])=[CH:18][C:12]=3[N:11]=2)[CH:6]=[CH:7][CH:8]=1.Cl[C:22]1[N:27]=[C:26](Cl)[N:25]=[C:24]([CH3:29])[N:23]=1.[NH3:30].CO. Product: [NH2:30][C:26]1[N:25]=[C:24]([CH3:29])[N:23]=[C:22]([N:14]2[C:13]3[CH:15]=[CH:16][C:17]([CH2:19][OH:20])=[CH:18][C:12]=3[N:11]=[C:10]2[NH:9][C:5]2[CH:6]=[CH:7][CH:8]=[C:3]([O:2][CH3:1])[CH:4]=2)[N:27]=1. The catalyst class is: 1. (3) Reactant: C([O:4][C@@H:5]([C:7]1[CH:11]=[C:10]([C:12]2[CH:17]=[CH:16][CH:15]=[C:14]([Cl:18])[CH:13]=2)[O:9][N:8]=1)[CH3:6])(=O)C.O.[OH-].[Li+]. Product: [Cl:18][C:14]1[CH:13]=[C:12]([C:10]2[O:9][N:8]=[C:7]([C@H:5]([OH:4])[CH3:6])[CH:11]=2)[CH:17]=[CH:16][CH:15]=1. The catalyst class is: 20.